Dataset: Full USPTO retrosynthesis dataset with 1.9M reactions from patents (1976-2016). Task: Predict the reactants needed to synthesize the given product. (1) Given the product [Cl:22][C:19]1[N:18]=[CH:17][C:16]([CH2:15][N:11]2[CH2:10][C@@H:9]3[CH2:14][C@H:12]2[CH2:13][N:8]3[CH3:6])=[CH:21][CH:20]=1, predict the reactants needed to synthesize it. The reactants are: C(O[C:6]([N:8]1[CH2:13][C@@H:12]2[CH2:14][C@H:9]1[CH2:10][N:11]2[CH2:15][C:16]1[CH:17]=[N:18][C:19]([Cl:22])=[CH:20][CH:21]=1)=O)(C)(C)C.O. (2) Given the product [C:70]([CH2:69][CH2:68][CH2:67][N:9]([CH3:8])[C@H:10]([C:14]([NH:16][C@H:17]([C:21]([N:23]([C@@H:25]([C@@H:62]([CH3:65])[CH2:63][CH3:64])[C@H:26]([O:60][CH3:61])[CH2:27][C:28]([N:30]1[CH2:34][CH2:33][CH2:32][C@H:31]1[C@H:35]([O:58][CH3:59])[C@@H:36]([CH3:57])[C:37]([NH:39][C@@H:40]([CH2:50][C:51]1[CH:52]=[CH:53][CH:54]=[CH:55][CH:56]=1)[CH2:41][S:42][CH2:43][C:44]1[CH:45]=[CH:46][CH:47]=[CH:48][CH:49]=1)=[O:38])=[O:29])[CH3:24])=[O:22])[CH:18]([CH3:19])[CH3:20])=[O:15])[CH:11]([CH3:13])[CH3:12])([OH:72])=[O:71], predict the reactants needed to synthesize it. The reactants are: FC(F)(F)C(O)=O.[CH3:8][NH:9][C@H:10]([C:14]([NH:16][C@H:17]([C:21]([N:23]([C@@H:25]([C@@H:62]([CH3:65])[CH2:63][CH3:64])[C@H:26]([O:60][CH3:61])[CH2:27][C:28]([N:30]1[CH2:34][CH2:33][CH2:32][C@H:31]1[C@H:35]([O:58][CH3:59])[C@@H:36]([CH3:57])[C:37]([NH:39][C@@H:40]([CH2:50][C:51]1[CH:56]=[CH:55][CH:54]=[CH:53][CH:52]=1)[CH2:41][S:42][CH2:43][C:44]1[CH:49]=[CH:48][CH:47]=[CH:46][CH:45]=1)=[O:38])=[O:29])[CH3:24])=[O:22])[CH:18]([CH3:20])[CH3:19])=[O:15])[CH:11]([CH3:13])[CH3:12].O=[CH:67][CH2:68][CH2:69][C:70]([OH:72])=[O:71].C([BH3-])#N.[Na+].O1CCOCC1. (3) Given the product [C:1](=[O:13])([O:2][CH2:3][CH2:4][N:5]([C:7]([N:27]1[C:28]2=[N:29][C:30]([O:34][CH3:35])=[CH:31][CH:32]=[C:33]2[N:25]=[C:26]1[S:36]([CH2:38][C:39]1[C:44]([CH3:45])=[C:43]([O:46][CH3:47])[C:42]([CH3:48])=[CH:41][N:40]=1)=[O:37])=[O:8])[CH3:6])[O:10][CH2:11][CH3:12], predict the reactants needed to synthesize it. The reactants are: [C:1](=[O:13])([O:10][CH2:11][CH3:12])[O:2][CH2:3][CH2:4][N:5]([C:7](Cl)=[O:8])[CH3:6].C(=O)(OCCN(C([N:25]1[C:33]2[C:28](=[N:29][C:30]([O:34][CH3:35])=[CH:31][CH:32]=2)[N:27]=[C:26]1[S:36]([CH2:38][C:39]1[C:44]([CH3:45])=[C:43]([O:46][CH3:47])[C:42]([CH3:48])=[CH:41][N:40]=1)=[O:37])=O)C)OCC. (4) Given the product [Cl:1][C:2]1[C:10]2[CH2:11][CH2:12][NH:13][CH2:14][CH2:15][N:8]3[C:9]=2[C:5]([CH:6]2[CH2:20][CH2:19][CH2:18][CH2:17][CH2:16][CH:7]23)=[CH:4][CH:3]=1, predict the reactants needed to synthesize it. The reactants are: [Cl:1][C:2]1[C:10]2[CH2:11][CH2:12][NH:13][CH2:14][CH2:15][N:8]3[C:9]=2[C:5]([C:6]2[CH2:20][CH2:19][CH2:18][CH2:17][CH2:16][C:7]=23)=[CH:4][CH:3]=1.C([BH3-])#N.[Na+]. (5) Given the product [Cl:1][C:2]1[CH:3]=[C:4]([NH:9][C:10]2[C:19]3[C:14](=[CH:15][C:16]([O:35][C@H:32]4[CH2:33][CH2:34][O:30][CH2:31]4)=[C:17]([N+:20]([O-:22])=[O:21])[CH:18]=3)[N:13]=[CH:12][N:11]=2)[CH:5]=[CH:6][C:7]=1[F:8], predict the reactants needed to synthesize it. The reactants are: [Cl:1][C:2]1[CH:3]=[C:4]([NH:9][C:10]2[C:19]3[C:14](=[CH:15][C:16](F)=[C:17]([N+:20]([O-:22])=[O:21])[CH:18]=3)[N:13]=[CH:12][N:11]=2)[CH:5]=[CH:6][C:7]=1[F:8].C[Si](C)(C)[O-].[K+].[O:30]1[CH2:34][CH2:33][C@H:32]([OH:35])[CH2:31]1. (6) Given the product [CH3:1][O:2][C:3]1[CH:8]=[CH:7][C:6]([CH2:9][CH2:10][C:11]2[O:15][C:14]([C:16]([O:18][CH3:19])=[O:17])=[CH:13][CH:12]=2)=[CH:5][CH:4]=1, predict the reactants needed to synthesize it. The reactants are: [CH3:1][O:2][C:3]1[CH:8]=[CH:7][C:6]([CH:9]=[CH:10][C:11]2[O:15][C:14]([C:16]([O:18][CH3:19])=[O:17])=[CH:13][CH:12]=2)=[CH:5][CH:4]=1. (7) Given the product [Cl:1][C:2]1[C:3]([C:16]2[C:24]3[C:19](=[CH:20][CH:21]=[CH:22][CH:23]=3)[N:18]([S:25]([C:28]3[CH:33]=[CH:32][CH:31]=[CH:30][CH:29]=3)(=[O:27])=[O:26])[CH:17]=2)=[N:4][C:5]([NH:8][C@@H:9]2[CH2:14][CH2:13][CH2:12][C@H:11]([NH:15][S:43]([C:40]3[CH:39]=[CH:38][C:37]([N+:34]([O-:36])=[O:35])=[CH:42][CH:41]=3)(=[O:44])=[O:45])[CH2:10]2)=[N:6][CH:7]=1, predict the reactants needed to synthesize it. The reactants are: [Cl:1][C:2]1[C:3]([C:16]2[C:24]3[C:19](=[CH:20][CH:21]=[CH:22][CH:23]=3)[N:18]([S:25]([C:28]3[CH:33]=[CH:32][CH:31]=[CH:30][CH:29]=3)(=[O:27])=[O:26])[CH:17]=2)=[N:4][C:5]([NH:8][C@@H:9]2[CH2:14][CH2:13][CH2:12][C@H:11]([NH2:15])[CH2:10]2)=[N:6][CH:7]=1.[N+:34]([C:37]1[CH:42]=[CH:41][C:40]([S:43](Cl)(=[O:45])=[O:44])=[CH:39][CH:38]=1)([O-:36])=[O:35]. (8) Given the product [C:25]([C:22]1([C:20]([NH:19][C:4]2[CH:5]=[CH:6][C:7]([O:8][C:9]3[CH:14]=[CH:13][N:12]=[C:11]4[CH:15]=[C:16]([C:37]#[C:36][CH2:35][CH:38]5[CH2:43][CH2:42][N:41]([C:44]([O:46][C:47]([CH3:50])([CH3:49])[CH3:48])=[O:45])[CH2:40][CH2:39]5)[S:17][C:10]=34)=[C:2]([F:1])[CH:3]=2)=[O:21])[CH2:24][CH2:23]1)(=[O:26])[NH2:27], predict the reactants needed to synthesize it. The reactants are: [F:1][C:2]1[CH:3]=[C:4]([N:19](C2C=CC(F)=CC=2)[C:20]([C:22]2([C:25]([NH2:27])=[O:26])[CH2:24][CH2:23]2)=[O:21])[CH:5]=[CH:6][C:7]=1[O:8][C:9]1[CH:14]=[CH:13][N:12]=[C:11]2[CH:15]=[C:16](I)[S:17][C:10]=12.[CH2:35]([CH:38]1[CH2:43][CH2:42][N:41]([C:44]([O:46][C:47]([CH3:50])([CH3:49])[CH3:48])=[O:45])[CH2:40][CH2:39]1)[C:36]#[CH:37]. (9) Given the product [C:1]([O:5][C:6](=[O:24])[NH:7][C@:8]([CH2:22][OH:23])([CH3:21])[CH2:9][CH2:10][C:11]1[CH:16]=[CH:15][C:14]([OH:17])=[C:13]([NH2:18])[CH:12]=1)([CH3:4])([CH3:2])[CH3:3], predict the reactants needed to synthesize it. The reactants are: [C:1]([O:5][C:6](=[O:24])[NH:7][C@:8]([CH2:22][OH:23])([CH3:21])[CH2:9][CH2:10][C:11]1[CH:16]=[CH:15][C:14]([OH:17])=[C:13]([N+:18]([O-])=O)[CH:12]=1)([CH3:4])([CH3:3])[CH3:2].[H][H].